This data is from NCI-60 drug combinations with 297,098 pairs across 59 cell lines. The task is: Regression. Given two drug SMILES strings and cell line genomic features, predict the synergy score measuring deviation from expected non-interaction effect. (1) Synergy scores: CSS=12.7, Synergy_ZIP=-4.95, Synergy_Bliss=-1.91, Synergy_Loewe=1.97, Synergy_HSA=2.07. Cell line: T-47D. Drug 2: C1CCC(C(C1)N)N.C(=O)(C(=O)[O-])[O-].[Pt+4]. Drug 1: CC1=CC2C(CCC3(C2CCC3(C(=O)C)OC(=O)C)C)C4(C1=CC(=O)CC4)C. (2) Drug 1: CCC(=C(C1=CC=CC=C1)C2=CC=C(C=C2)OCCN(C)C)C3=CC=CC=C3.C(C(=O)O)C(CC(=O)O)(C(=O)O)O. Drug 2: CC(C)NC(=O)C1=CC=C(C=C1)CNNC.Cl. Cell line: NCI-H522. Synergy scores: CSS=0.308, Synergy_ZIP=1.42, Synergy_Bliss=4.50, Synergy_Loewe=1.50, Synergy_HSA=1.86.